This data is from Peptide-MHC class I binding affinity with 185,985 pairs from IEDB/IMGT. The task is: Regression. Given a peptide amino acid sequence and an MHC pseudo amino acid sequence, predict their binding affinity value. This is MHC class I binding data. (1) The peptide sequence is GGKKKYKL. The binding affinity (normalized) is 0.0321. The MHC is HLA-B44:02 with pseudo-sequence HLA-B44:02. (2) The peptide sequence is TPVIVVPVI. The MHC is HLA-B35:01 with pseudo-sequence HLA-B35:01. The binding affinity (normalized) is 0.553. (3) The peptide sequence is PLNDNIATL. The MHC is HLA-A68:02 with pseudo-sequence HLA-A68:02. The binding affinity (normalized) is 0.0960. (4) The MHC is HLA-B45:01 with pseudo-sequence HLA-B45:01. The peptide sequence is PDVGVLFGL. The binding affinity (normalized) is 0.0636. (5) The peptide sequence is KQLESVMYL. The MHC is HLA-E01:01 with pseudo-sequence HLA-E01:03. The binding affinity (normalized) is 0.378. (6) The peptide sequence is VLPHLCLDYK. The MHC is HLA-B07:02 with pseudo-sequence HLA-B07:02. The binding affinity (normalized) is 0. (7) The binding affinity (normalized) is 0.211. The MHC is HLA-A02:06 with pseudo-sequence HLA-A02:06. The peptide sequence is EVKLFIVPDA. (8) The peptide sequence is APIGHNRM. The MHC is H-2-Kb with pseudo-sequence H-2-Kb. The binding affinity (normalized) is 0.0735. (9) The peptide sequence is LNKSDSSWAV. The MHC is HLA-A02:06 with pseudo-sequence HLA-A02:06. The binding affinity (normalized) is 0.289.